From a dataset of Full USPTO retrosynthesis dataset with 1.9M reactions from patents (1976-2016). Predict the reactants needed to synthesize the given product. Given the product [C:14](=[S:16])([SH:15])[NH2:2].[CH3:1][NH:2][CH2:3][C@@H:4]([C@H:6]([C@@H:8]([C@@H:10]([CH2:12][OH:13])[OH:11])[OH:9])[OH:7])[OH:5], predict the reactants needed to synthesize it. The reactants are: [CH3:1][NH:2][CH2:3][C@@H:4]([C@H:6]([C@@H:8]([C@@H:10]([CH2:12][OH:13])[OH:11])[OH:9])[OH:7])[OH:5].[C:14](=[S:16])=[S:15].